From a dataset of Reaction yield outcomes from USPTO patents with 853,638 reactions. Predict the reaction yield, written as a fraction of the theoretical maximum amount of product (1.0 means a 100% yield; for example, 0.34 means a 34% yield). (1) The reactants are [NH2:1][C:2]1[C:7]([O:8][C@H:9]2[CH2:13][N:12]([C:14]([O:16][C:17]([CH3:20])([CH3:19])[CH3:18])=[O:15])[CH2:11][C:10]2([F:22])[F:21])=[CH:6][CH:5]=[CH:4][N:3]=1.C1C(=O)N([Br:30])C(=O)C1. The catalyst is CC#N. The product is [NH2:1][C:2]1[C:7]([O:8][C@H:9]2[CH2:13][N:12]([C:14]([O:16][C:17]([CH3:18])([CH3:19])[CH3:20])=[O:15])[CH2:11][C:10]2([F:22])[F:21])=[CH:6][C:5]([Br:30])=[CH:4][N:3]=1. The yield is 0.680. (2) The reactants are Br[C:2]1[CH:3]=[C:4]2[C:9](=[C:10]([F:12])[CH:11]=1)[C:8](=[O:13])[NH:7][CH2:6][CH2:5]2.C1(P([CH:27]2[CH2:32][CH2:31]CCC2)C2CCCCC2)CCCCC1.C1(B(O)O)CC1.P([O-])([O-])([O-])=O.[K+].[K+].[K+]. The catalyst is C1(C)C=CC=CC=1.C(OCC)(=O)C.CC([O-])=O.CC([O-])=O.[Pd+2].O. The product is [CH:31]1([C:2]2[CH:3]=[C:4]3[C:9](=[C:10]([F:12])[CH:11]=2)[C:8](=[O:13])[NH:7][CH2:6][CH2:5]3)[CH2:32][CH2:27]1. The yield is 0.715. (3) The reactants are [CH3:1][C:2]1([CH3:41])[N:6]([CH2:7][CH2:8][O:9][CH2:10][CH2:11][O:12][CH2:13][CH2:14][S:15][CH2:16][CH2:17][CH2:18][C:19]([F:25])([F:24])[C:20]([F:23])([F:22])[F:21])[C:5](=[O:26])[N:4]([C:27]2[CH:32]=[CH:31][C:30]([N+:33]([O-:35])=[O:34])=[C:29]([C:36]([F:39])([F:38])[F:37])[CH:28]=2)[C:3]1=[O:40].CC1(C)N(CCCCCCCCCSCCCC(F)(F)C(F)(F)F)C(=[O:68])N(C2C=CC([N+]([O-])=O)=C(C(F)(F)F)C=2)C1=O. No catalyst specified. The product is [CH3:1][C:2]1([CH3:41])[N:6]([CH2:7][CH2:8][O:9][CH2:10][CH2:11][O:12][CH2:13][CH2:14][S:15]([CH2:16][CH2:17][CH2:18][C:19]([F:24])([F:25])[C:20]([F:23])([F:22])[F:21])=[O:68])[C:5](=[O:26])[N:4]([C:27]2[CH:32]=[CH:31][C:30]([N+:33]([O-:35])=[O:34])=[C:29]([C:36]([F:38])([F:39])[F:37])[CH:28]=2)[C:3]1=[O:40]. The yield is 0.880. (4) The reactants are [F:1][C:2]([F:39])([F:38])[C:3]1[CH:37]=[CH:36][C:6]([CH2:7][NH:8][C:9]2[CH:14]=[CH:13][C:12]([CH2:15][C:16]3[C:24]4[C:19](=[N:20][CH:21]=[C:22]([O:25][Si](C(C)C)(C(C)C)C(C)C)[CH:23]=4)[NH:18][CH:17]=3)=[CH:11][N:10]=2)=[CH:5][CH:4]=1.[F-].C([N+](CCCC)(CCCC)CCCC)CCC. The catalyst is O1CCCC1. The product is [F:39][C:2]([F:1])([F:38])[C:3]1[CH:37]=[CH:36][C:6]([CH2:7][NH:8][C:9]2[N:10]=[CH:11][C:12]([CH2:15][C:16]3[C:24]4[C:19](=[N:20][CH:21]=[C:22]([OH:25])[CH:23]=4)[NH:18][CH:17]=3)=[CH:13][CH:14]=2)=[CH:5][CH:4]=1. The yield is 0.660. (5) The reactants are [OH:1][C:2]([CH3:34])([CH3:33])[CH2:3][C@@:4]1([C:27]2[CH:32]=[CH:31][CH:30]=[CH:29][CH:28]=2)[O:9][C:8](=[O:10])[N:7]([C@H:11]([C:13]2[CH:18]=[CH:17][C:16]([C:19]3[CH:24]=[CH:23][N:22]=[C:21]([O:25]C)[CH:20]=3)=[CH:15][CH:14]=2)[CH3:12])[CH2:6][CH2:5]1.[C:35](=O)([O-])[O-].[K+].[K+].IC.Cl. The catalyst is C(#N)C. The product is [OH:1][C:2]([CH3:34])([CH3:33])[CH2:3][C@@:4]1([C:27]2[CH:28]=[CH:29][CH:30]=[CH:31][CH:32]=2)[O:9][C:8](=[O:10])[N:7]([C@H:11]([C:13]2[CH:14]=[CH:15][C:16]([C:19]3[CH:24]=[CH:23][N:22]([CH3:35])[C:21](=[O:25])[CH:20]=3)=[CH:17][CH:18]=2)[CH3:12])[CH2:6][CH2:5]1. The yield is 0.520. (6) The reactants are Cl.[CH3:2][NH:3][C@@H:4]([CH2:16][C:17]1[CH:22]=[CH:21][CH:20]=[CH:19][CH:18]=1)[CH2:5][CH2:6][NH:7][C:8]([C:10]1[CH:15]=[CH:14][CH:13]=[CH:12][N:11]=1)=[O:9].[NH:23]1[C:31]2[CH:30]=[CH:29][CH:28]=[C:27]([C:32]([OH:34])=O)[C:26]=2[CH:25]=[CH:24]1.C1C=CC2N(O)N=NC=2C=1.Cl.C(N(CC)CC)C. The catalyst is C(Cl)Cl.CCOC(C)=O.C(Cl)CCl. The product is [CH2:16]([C@H:4]([N:3]([CH3:2])[C:32]([C:27]1[C:26]2[CH:25]=[CH:24][NH:23][C:31]=2[CH:30]=[CH:29][CH:28]=1)=[O:34])[CH2:5][CH2:6][NH:7][C:8]([C:10]1[CH:15]=[CH:14][CH:13]=[CH:12][N:11]=1)=[O:9])[C:17]1[CH:18]=[CH:19][CH:20]=[CH:21][CH:22]=1. The yield is 0.740. (7) The reactants are COC1C=CC(C[N:8](CC2C=CC(OC)=CC=2)[C:9]2[N:14]=[C:13]([CH3:15])[N:12]=[C:11]([C:16]3[C:17]([NH:22][C:23]4[CH:24]=[C:25]5[C:30](=[CH:31][CH:32]=4)[N:29]=[C:28]([CH3:33])[CH:27]=[CH:26]5)=[N:18][CH:19]=[CH:20][CH:21]=3)[N:10]=2)=CC=1. The catalyst is C(O)(C(F)(F)F)=O. The product is [NH2:8][C:9]1[N:14]=[C:13]([CH3:15])[N:12]=[C:11]([C:16]2[C:17]([NH:22][C:23]3[CH:24]=[C:25]4[C:30](=[CH:31][CH:32]=3)[N:29]=[C:28]([CH3:33])[CH:27]=[CH:26]4)=[N:18][CH:19]=[CH:20][CH:21]=2)[N:10]=1. The yield is 0.850. (8) The reactants are [C:1]([NH:4][C@@H:5]([CH2:10][O:11][CH2:12][C:13]#[CH:14])[C:6]([O:8]C)=[O:7])(=[O:3])[CH3:2].[Li+].[OH-]. No catalyst specified. The product is [C:1]([NH:4][C@@H:5]([CH2:10][O:11][CH2:12][C:13]#[CH:14])[C:6]([OH:8])=[O:7])(=[O:3])[CH3:2]. The yield is 0.930.